Dataset: Reaction yield outcomes from USPTO patents with 853,638 reactions. Task: Predict the reaction yield, written as a fraction of the theoretical maximum amount of product (1.0 means a 100% yield; for example, 0.34 means a 34% yield). (1) The reactants are C([N:3]([CH2:14][CH3:15])[C:4](=[O:13])[C:5]1[CH:10]=[CH:9][CH:8]=[C:7]([CH3:11])[C:6]=1[CH3:12])C.[N:16]1([CH2:21][CH2:22]CC#N)[CH2:20][CH2:19][CH2:18][CH2:17]1. No catalyst specified. The product is [CH3:11][C:7]1[CH:8]=[CH:9][CH:10]=[C:5]2[C:6]=1[CH2:12][C:14](=[CH:15][CH2:22][CH2:21][N:16]1[CH2:20][CH2:19][CH2:18][CH2:17]1)[NH:3][C:4]2=[O:13]. The yield is 0.0600. (2) The reactants are [CH2:1]([N:8]1[CH:12]=[CH:11][C:10]([C:13]([OH:15])=O)=[CH:9]1)[C:2]1[CH:7]=[CH:6][CH:5]=[CH:4][CH:3]=1.CN(C)C=O.C(Cl)(=O)C(Cl)=O.[NH2:27][C:28]1[CH:29]=[C:30]([CH:48]=[CH:49][C:50]=1[F:51])[O:31][C:32]1[CH:33]=[CH:34][C:35]2[N:36]([CH:38]=[C:39]([NH:41][C:42]([CH:44]3[CH2:46][CH:45]3C)=[O:43])[N:40]=2)[N:37]=1. The catalyst is CN(C)C(=O)C.O1CCCC1. The product is [CH2:1]([N:8]1[CH:12]=[CH:11][C:10]([C:13]([NH:27][C:28]2[CH:29]=[C:30]([O:31][C:32]3[CH:33]=[CH:34][C:35]4[N:36]([CH:38]=[C:39]([NH:41][C:42]([CH:44]5[CH2:46][CH2:45]5)=[O:43])[N:40]=4)[N:37]=3)[CH:48]=[CH:49][C:50]=2[F:51])=[O:15])=[CH:9]1)[C:2]1[CH:3]=[CH:4][CH:5]=[CH:6][CH:7]=1. The yield is 0.240. (3) The reactants are [F:1][C:2]1[CH:7]=[CH:6][C:5]([OH:8])=[CH:4][C:3]=1[C@:9]1([CH2:28][F:29])[CH2:14][C@@H:13]([C:15]([F:18])([F:17])[F:16])[O:12][C:11]([NH:19][C:20](=[O:27])[C:21]2[CH:26]=[CH:25][CH:24]=[CH:23][CH:22]=2)=[N:10]1.F[C:31]1[CH:36]=[N:35][CH:34]=[CH:33][N:32]=1.C(=O)([O-])[O-].[Cs+].[Cs+].O. The catalyst is CS(C)=O. The product is [F:1][C:2]1[CH:7]=[CH:6][C:5]([O:8][C:31]2[CH:36]=[N:35][CH:34]=[CH:33][N:32]=2)=[CH:4][C:3]=1[C@:9]1([CH2:28][F:29])[CH2:14][C@@H:13]([C:15]([F:18])([F:16])[F:17])[O:12][C:11]([NH:19][C:20](=[O:27])[C:21]2[CH:22]=[CH:23][CH:24]=[CH:25][CH:26]=2)=[N:10]1. The yield is 0.750. (4) The reactants are C([O:3][C:4](=[O:29])[CH2:5][CH:6]1[CH2:11][CH2:10][N:9]([C:12]2[CH:17]=[CH:16][C:15]([Cl:18])=[CH:14][C:13]=2[NH:19][C:20](=[O:28])[C:21]2[CH:26]=[CH:25][CH:24]=[C:23]([Cl:27])[CH:22]=2)[CH2:8][CH2:7]1)C.O.[OH-].[Li+]. The catalyst is O1CCCC1.CO. The product is [Cl:18][C:15]1[CH:16]=[CH:17][C:12]([N:9]2[CH2:10][CH2:11][CH:6]([CH2:5][C:4]([OH:29])=[O:3])[CH2:7][CH2:8]2)=[C:13]([NH:19][C:20](=[O:28])[C:21]2[CH:26]=[CH:25][CH:24]=[C:23]([Cl:27])[CH:22]=2)[CH:14]=1. The yield is 0.830. (5) The reactants are [O:1]=[C:2]1[C:7]2=[CH:8][CH:9]=[CH:10][N:6]2[N:5]=[C:4]([C@@H:11]([NH:13][C:14]2[C:15]3[C:22]([C:23]4[CH:31]=[C:30]([NH:32][S:33]([CH3:36])(=[O:35])=[O:34])[CH:29]=[C:28]5[C:24]=4[CH:25]=[CH:26][NH:27]5)=[CH:21][N:20](COCC[Si](C)(C)C)[C:16]=3[N:17]=[CH:18][N:19]=2)[CH3:12])[N:3]1[C:45]1[CH:50]=[CH:49][CH:48]=[CH:47][CH:46]=1.FC(F)(F)C(O)=O.N. No catalyst specified. The product is [O:1]=[C:2]1[C:7]2=[CH:8][CH:9]=[CH:10][N:6]2[N:5]=[C:4]([C@@H:11]([NH:13][C:14]2[C:15]3[C:22]([C:23]4[CH:31]=[C:30]([NH:32][S:33]([CH3:36])(=[O:35])=[O:34])[CH:29]=[C:28]5[C:24]=4[CH:25]=[CH:26][NH:27]5)=[CH:21][NH:20][C:16]=3[N:17]=[CH:18][N:19]=2)[CH3:12])[N:3]1[C:45]1[CH:50]=[CH:49][CH:48]=[CH:47][CH:46]=1. The yield is 0.180.